From a dataset of Peptide-MHC class II binding affinity with 134,281 pairs from IEDB. Regression. Given a peptide amino acid sequence and an MHC pseudo amino acid sequence, predict their binding affinity value. This is MHC class II binding data. The peptide sequence is LKRMAVSGDDCVVRP. The MHC is HLA-DQA10201-DQB10402 with pseudo-sequence HLA-DQA10201-DQB10402. The binding affinity (normalized) is 0.209.